Regression. Given two drug SMILES strings and cell line genomic features, predict the synergy score measuring deviation from expected non-interaction effect. From a dataset of NCI-60 drug combinations with 297,098 pairs across 59 cell lines. (1) Synergy scores: CSS=-11.5, Synergy_ZIP=-5.62, Synergy_Bliss=-19.0, Synergy_Loewe=-30.3, Synergy_HSA=-30.3. Drug 1: C1CC(=O)NC(=O)C1N2C(=O)C3=CC=CC=C3C2=O. Drug 2: CN(C(=O)NC(C=O)C(C(C(CO)O)O)O)N=O. Cell line: MALME-3M. (2) Drug 1: CC12CCC3C(C1CCC2=O)CC(=C)C4=CC(=O)C=CC34C. Drug 2: C1CC(C1)(C(=O)O)C(=O)O.[NH2-].[NH2-].[Pt+2]. Cell line: HOP-92. Synergy scores: CSS=55.7, Synergy_ZIP=-5.37, Synergy_Bliss=-4.34, Synergy_Loewe=-12.7, Synergy_HSA=-2.38. (3) Synergy scores: CSS=10.7, Synergy_ZIP=-9.59, Synergy_Bliss=-7.95, Synergy_Loewe=-27.1, Synergy_HSA=-9.03. Drug 1: CC1C(C(CC(O1)OC2CC(CC3=C2C(=C4C(=C3O)C(=O)C5=C(C4=O)C(=CC=C5)OC)O)(C(=O)C)O)N)O.Cl. Drug 2: C(CC(=O)O)C(=O)CN.Cl. Cell line: HOP-62. (4) Drug 1: CC12CCC(CC1=CCC3C2CCC4(C3CC=C4C5=CN=CC=C5)C)O. Drug 2: CC(CN1CC(=O)NC(=O)C1)N2CC(=O)NC(=O)C2. Cell line: T-47D. Synergy scores: CSS=13.9, Synergy_ZIP=-2.32, Synergy_Bliss=2.07, Synergy_Loewe=1.60, Synergy_HSA=2.47. (5) Drug 1: C1=CC=C(C(=C1)C(C2=CC=C(C=C2)Cl)C(Cl)Cl)Cl. Drug 2: C(CCl)NC(=O)N(CCCl)N=O. Cell line: SR. Synergy scores: CSS=34.6, Synergy_ZIP=2.14, Synergy_Bliss=3.50, Synergy_Loewe=-29.2, Synergy_HSA=1.56. (6) Synergy scores: CSS=73.3, Synergy_ZIP=6.70, Synergy_Bliss=5.39, Synergy_Loewe=6.12, Synergy_HSA=7.49. Drug 2: CC=C1C(=O)NC(C(=O)OC2CC(=O)NC(C(=O)NC(CSSCCC=C2)C(=O)N1)C(C)C)C(C)C. Cell line: LOX IMVI. Drug 1: CC1OCC2C(O1)C(C(C(O2)OC3C4COC(=O)C4C(C5=CC6=C(C=C35)OCO6)C7=CC(=C(C(=C7)OC)O)OC)O)O.